This data is from Forward reaction prediction with 1.9M reactions from USPTO patents (1976-2016). The task is: Predict the product of the given reaction. Given the reactants [C:1](=[O:12])(OC(Cl)(Cl)Cl)OC(Cl)(Cl)Cl.[NH2:13][CH:14]1[CH2:19][CH2:18][O:17][CH2:16][CH2:15]1.[C@H:20]1([NH:29][C:30]2[CH:39]=[CH:38][C:37]3[C:32](=[CH:33][CH:34]=[C:35]([NH2:40])[CH:36]=3)[N:31]=2)[C:28]2[C:23](=[CH:24][CH:25]=[CH:26][CH:27]=2)[CH2:22][CH2:21]1, predict the reaction product. The product is: [C@H:20]1([NH:29][C:30]2[CH:39]=[CH:38][C:37]3[C:32](=[CH:33][CH:34]=[C:35]([NH:40][C:1]([NH:13][CH:14]4[CH2:19][CH2:18][O:17][CH2:16][CH2:15]4)=[O:12])[CH:36]=3)[N:31]=2)[C:28]2[C:23](=[CH:24][CH:25]=[CH:26][CH:27]=2)[CH2:22][CH2:21]1.